From a dataset of Catalyst prediction with 721,799 reactions and 888 catalyst types from USPTO. Predict which catalyst facilitates the given reaction. (1) Reactant: [NH2:1][C:2]1[CH:7]=[CH:6][CH:5]=[CH:4][C:3]=1[C:8](=[O:10])[CH3:9].C1C(=O)N([Br:18])C(=O)C1. Product: [NH2:1][C:2]1[CH:7]=[CH:6][C:5]([Br:18])=[CH:4][C:3]=1[C:8](=[O:10])[CH3:9]. The catalyst class is: 2. (2) Reactant: [Br:1][C:2]1[N:3]=[CH:4][C:5]2[N:6]([C:8](I)=[CH:9][N:10]=2)[CH:7]=1.C([O-])([O-])=O.[Na+].[Na+].[C:18]([C:20]1[CH:25]=[CH:24][C:23](B(O)O)=[CH:22][CH:21]=1)#[N:19]. Product: [Br:1][C:2]1[N:3]=[CH:4][C:5]2[N:6]([C:8]([C:23]3[CH:24]=[CH:25][C:20]([C:18]#[N:19])=[CH:21][CH:22]=3)=[CH:9][N:10]=2)[CH:7]=1. The catalyst class is: 128.